From a dataset of Reaction yield outcomes from USPTO patents with 853,638 reactions. Predict the reaction yield, written as a fraction of the theoretical maximum amount of product (1.0 means a 100% yield; for example, 0.34 means a 34% yield). (1) The reactants are [Cl:1][C:2]1[CH:3]=[C:4]([C:8]2[CH:30]=[C:11]3[N:12]=[C:13]([CH3:29])[C:14]([C@H:23]([OH:28])[C:24]([O:26][CH3:27])=[O:25])=[C:15]([C:16]4[CH:21]=[CH:20][C:19]([F:22])=[CH:18][CH:17]=4)[N:10]3[N:9]=2)[CH:5]=[CH:6][CH:7]=1.C(O[C:35]([CH3:38])([CH3:37])[CH3:36])(=O)C.Cl(O)(=O)(=O)=O. The catalyst is C(Cl)Cl.CCOCC. The product is [C:35]([O:28][C@@H:23]([C:14]1[C:13]([CH3:29])=[N:12][C:11]2[N:10]([N:9]=[C:8]([C:4]3[CH:5]=[CH:6][CH:7]=[C:2]([Cl:1])[CH:3]=3)[CH:30]=2)[C:15]=1[C:16]1[CH:17]=[CH:18][C:19]([F:22])=[CH:20][CH:21]=1)[C:24]([O:26][CH3:27])=[O:25])([CH3:38])([CH3:37])[CH3:36]. The yield is 0.704. (2) The yield is 0.548. The product is [CH3:1][N:2]1[CH2:3][CH2:4][CH:5]([C:8]([O:10][CH2:11][CH3:12])=[O:9])[CH:6]([C:18]2[CH:17]=[CH:16][CH:15]=[C:14]([CH3:13])[CH:19]=2)[CH2:7]1. The catalyst is CCOCC.[Cu]I. The reactants are [CH3:1][N:2]1[CH2:7][CH:6]=[C:5]([C:8]([O:10][CH2:11][CH3:12])=[O:9])[CH2:4][CH2:3]1.[CH3:13][C:14]1[CH:15]=[C:16]([Mg]Br)[CH:17]=[CH:18][CH:19]=1.CCOCC.[Cl-].[NH4+].C(OCC)(=O)C. (3) The yield is 0.780. The product is [Cl:1][C:2]1[CH:3]=[CH:4][C:5]([O:6][C:7]2[CH:8]=[CH:9][C:10]([N:13]3[C@@H:17]([C:18]4[CH:23]=[CH:22][CH:21]=[C:20]([C:24]([F:25])([F:27])[F:26])[CH:19]=4)[CH2:16][NH:15][C:14]3=[N:38][C:39]#[N:40])=[CH:11][CH:12]=2)=[CH:41][CH:42]=1. The catalyst is CO. The reactants are [Cl:1][C:2]1[CH:42]=[CH:41][C:5]([O:6][C:7]2[CH:12]=[CH:11][C:10]([N:13]3[C@@H:17]([C:18]4[CH:23]=[CH:22][CH:21]=[C:20]([C:24]([F:27])([F:26])[F:25])[CH:19]=4)[CH2:16][N:15](S(C4C=CC(C)=CC=4)(=O)=O)[C:14]3=[N:38][C:39]#[N:40])=[CH:9][CH:8]=2)=[CH:4][CH:3]=1.[Mg]. (4) The reactants are [C:1](/[N:3]=[C:4](\SC)/[NH:5][C:6]1[CH:11]=[CH:10][C:9]([S:12](=[O:17])(=[O:16])[N:13]([CH3:15])[CH3:14])=[CH:8][CH:7]=1)#[N:2].[NH2:20][NH2:21]. The catalyst is C(O)C. The product is [NH2:2][C:1]1[NH:21][N:20]=[C:4]([NH:5][C:6]2[CH:11]=[CH:10][C:9]([S:12]([N:13]([CH3:15])[CH3:14])(=[O:17])=[O:16])=[CH:8][CH:7]=2)[N:3]=1. The yield is 0.880.